Dataset: Reaction yield outcomes from USPTO patents with 853,638 reactions. Task: Predict the reaction yield, written as a fraction of the theoretical maximum amount of product (1.0 means a 100% yield; for example, 0.34 means a 34% yield). (1) The reactants are B.C1COCC1.[CH2:7]1[CH:12]2[CH2:13][NH:14][CH2:15][CH2:16][N:11]2[C:10](=O)[CH2:9][O:8]1.CO. The catalyst is C1COCC1. The product is [CH2:7]1[CH:12]2[CH2:13][NH:14][CH2:15][CH2:16][N:11]2[CH2:10][CH2:9][O:8]1. The yield is 0.670. (2) The reactants are [F:1][C:2]1[C:3]([O:33]CC2C=CC=CC=2)=[C:4]([C:8]2[N:13]([CH2:14][CH2:15][C:16]3[CH:21]=[CH:20][CH:19]=[CH:18][CH:17]=3)[C:12](=[O:22])[C:11]([C:23]3[S:24][C:25]4[CH2:31][CH2:30][CH2:29][CH2:28][C:26]=4[N:27]=3)=[C:10]([CH3:32])[N:9]=2)[CH:5]=[CH:6][CH:7]=1.Br. The catalyst is C(Cl)Cl. The product is [F:1][C:2]1[C:3]([OH:33])=[C:4]([C:8]2[N:13]([CH2:14][CH2:15][C:16]3[CH:17]=[CH:18][CH:19]=[CH:20][CH:21]=3)[C:12](=[O:22])[C:11]([C:23]3[S:24][C:25]4[CH2:31][CH2:30][CH2:29][CH2:28][C:26]=4[N:27]=3)=[C:10]([CH3:32])[N:9]=2)[CH:5]=[CH:6][CH:7]=1. The yield is 0.730. (3) The reactants are [CH3:1][O:2][C:3]1[C@@H:4]([CH:12]([CH3:14])[CH3:13])[N:5]=[C:6]([O:10][CH3:11])[CH:7]([CH3:9])[N:8]=1.C([Li])CCC.IC[C@@H:22]([C:25]1[CH:30]=[CH:29][CH:28]=[CH:27][CH:26]=1)[CH2:23][CH3:24]. The catalyst is O1CCCC1. The product is [CH:12]([C@@H:4]1[C:3]([O:2][CH3:1])=[N:8][C@@H:7]([CH2:9][C@@H:22]([C:25]2[CH:30]=[CH:29][CH:28]=[CH:27][CH:26]=2)[CH2:23][CH3:24])[C:6]([O:10][CH3:11])=[N:5]1)([CH3:14])[CH3:13]. The yield is 0.640. (4) The reactants are C([O:3][C:4](=O)[C:5]1[CH:10]=[C:9]([O:11][CH2:12][CH3:13])[C:8]([Cl:14])=[C:7]([O:15][CH2:16][CH3:17])[CH:6]=1)C.[H-].C([Al+]CC(C)C)C(C)C. The catalyst is ClCCl. The product is [Cl:14][C:8]1[C:9]([O:11][CH2:12][CH3:13])=[CH:10][C:5]([CH2:4][OH:3])=[CH:6][C:7]=1[O:15][CH2:16][CH3:17]. The yield is 0.950. (5) The reactants are FC(F)(F)C(O)=[O:4].CC(N1[C:16]([C:17]([NH:19][CH2:20][C:21]2[CH:26]=[CH:25][C:24]([C:27]3[CH:28]=[C:29]4[C:33](=[C:34]([C:36]([NH2:38])=[O:37])[CH:35]=3)[NH:32][CH:31]=[C:30]4[CH:39]3[CH2:44][CH2:43][N:42]([S:45]([CH2:48][CH3:49])(=[O:47])=[O:46])[CH2:41][CH2:40]3)=[CH:23][CH:22]=2)=[O:18])=[CH:15][C:14]([CH3:50])=N1)(C)C.CC(N1C(C(NCC2C=CC(B(O)O)=CC=2)=O)=CC(C)=N1)(C)C. No catalyst specified. The product is [CH2:48]([S:45]([N:42]1[CH2:41][CH2:40][CH:39]([C:30]2[C:29]3[C:33](=[C:34]([C:36]([NH2:38])=[O:37])[CH:35]=[C:27]([C:24]4[CH:25]=[CH:26][C:21]([CH2:20][NH:19][C:17]([C:16]5[O:4][CH:50]=[CH:14][CH:15]=5)=[O:18])=[CH:22][CH:23]=4)[CH:28]=3)[NH:32][CH:31]=2)[CH2:44][CH2:43]1)(=[O:47])=[O:46])[CH3:49]. The yield is 0.250. (6) The reactants are [CH3:1][C:2]1[CH:3]=[C:4]([CH:8]=[CH:9][C:10]=1[C:11]([N:13]1[CH2:17][CH2:16][CH2:15][CH2:14]1)=[O:12])[C:5]([OH:7])=O.CN(C(ON1N=NC2C=CC=CC1=2)=[N+](C)C)C.[B-](F)(F)(F)F.C(N(C(C)C)CC)(C)C.[CH2:49]([O:56][C:57]([CH2:59][CH2:60][C@H:61]([NH2:72])[C:62]1[NH:66][C:65]2[CH:67]=[CH:68][C:69]([Cl:71])=[CH:70][C:64]=2[N:63]=1)=[O:58])[C:50]1[CH:55]=[CH:54][CH:53]=[CH:52][CH:51]=1.ClCl. The catalyst is O1CCCC1.C(OCC)(=O)C.C(O)C. The product is [CH2:49]([O:56][C:57]([CH2:59][CH2:60][C@H:61]([NH:72][C:5](=[O:7])[C:4]1[CH:8]=[CH:9][C:10]([C:11]([N:13]2[CH2:17][CH2:16][CH2:15][CH2:14]2)=[O:12])=[C:2]([CH3:1])[CH:3]=1)[C:62]1[NH:66][C:65]2[CH:67]=[CH:68][C:69]([Cl:71])=[CH:70][C:64]=2[N:63]=1)=[O:58])[C:50]1[CH:51]=[CH:52][CH:53]=[CH:54][CH:55]=1. The yield is 0.710. (7) The reactants are [CH2:1]([C@@H:3]([CH2:6][O:7][CH2:8][C:9]1[CH:14]=[CH:13][CH:12]=[CH:11][CH:10]=1)[CH2:4][OH:5])[CH3:2].[S:15](Cl)([C:18]1[CH:24]=[CH:23][C:21]([CH3:22])=[CH:20][CH:19]=1)(=[O:17])=[O:16].N1C=CC=CC=1.C(O)(=O)CC(CC(O)=O)(C(O)=O)O. The catalyst is CN(C)C1C=CN=CC=1.ClCCl. The product is [C:21]1([CH3:22])[CH:23]=[CH:24][C:18]([S:15]([O:5][CH2:4][C@@H:3]([CH2:1][CH3:2])[CH2:6][O:7][CH2:8][C:9]2[CH:14]=[CH:13][CH:12]=[CH:11][CH:10]=2)(=[O:17])=[O:16])=[CH:19][CH:20]=1. The yield is 0.640. (8) The reactants are [NH2:1][C:2]1[C:7]([F:8])=[C:6](Cl)[N:5]=[C:4]([C:10]([O:12][CH3:13])=[O:11])[C:3]=1[Cl:14].C([Sn](CCCC)(CCCC)[C:20]([O:22][CH2:23][CH3:24])=[CH2:21])CCC. The catalyst is ClCCCl.Cl[Pd](Cl)([P](C1C=CC=CC=1)(C1C=CC=CC=1)C1C=CC=CC=1)[P](C1C=CC=CC=1)(C1C=CC=CC=1)C1C=CC=CC=1. The product is [NH2:1][C:2]1[C:7]([F:8])=[C:6]([C:20]([O:22][CH2:23][CH3:24])=[CH2:21])[N:5]=[C:4]([C:10]([O:12][CH3:13])=[O:11])[C:3]=1[Cl:14]. The yield is 0.690. (9) The reactants are [CH3:1][C:2]1[N:3]=[C:4]2[C:9]([CH:10]([CH2:14][CH2:15][CH3:16])[CH2:11][CH2:12][CH3:13])=[CH:8][C:7]([CH3:17])=[N:6][N:5]2[CH:18]=1.Br[C:20]1[S:24][C:23]([C:25]2[N:29]([CH3:30])[N:28]=[CH:27][N:26]=2)=[CH:22][C:21]=1[Cl:31].CC([O-])=O.[K+].N#N. The catalyst is CCCC[N+](CCCC)(CCCC)CCCC.[Br-].CCOC(C)=O.CC([O-])=O.CC([O-])=O.[Pd+2].C(OP(OCC(Br)CBr)(OCC(Br)CBr)=O)C(Br)CBr.CN1C(=O)CCC1. The product is [Cl:31][C:21]1[CH:22]=[C:23]([C:25]2[N:29]([CH3:30])[N:28]=[CH:27][N:26]=2)[S:24][C:20]=1[C:18]1[N:5]2[N:6]=[C:7]([CH3:17])[CH:8]=[C:9]([CH:10]([CH2:14][CH2:15][CH3:16])[CH2:11][CH2:12][CH3:13])[C:4]2=[N:3][C:2]=1[CH3:1]. The yield is 0.560.